From a dataset of Peptide-MHC class II binding affinity with 134,281 pairs from IEDB. Regression. Given a peptide amino acid sequence and an MHC pseudo amino acid sequence, predict their binding affinity value. This is MHC class II binding data. The peptide sequence is TIGTSVEESEMFMPR. The binding affinity (normalized) is 0.278. The MHC is HLA-DQA10201-DQB10303 with pseudo-sequence HLA-DQA10201-DQB10303.